This data is from Catalyst prediction with 721,799 reactions and 888 catalyst types from USPTO. The task is: Predict which catalyst facilitates the given reaction. (1) Reactant: [NH2:1][C:2]1[N:3]=[CH:4][NH:5][C:6]=1[C:7]#[N:8].[CH:9](=O)[CH2:10][CH2:11][CH2:12][CH3:13].C([BH3-])#N.[Na+]. Product: [CH2:9]([NH:1][C:2]1[N:3]=[CH:4][NH:5][C:6]=1[C:7]#[N:8])[CH2:10][CH2:11][CH2:12][CH3:13]. The catalyst class is: 5. (2) Reactant: C(N(CC)CC)C.Cl.[NH2:9][OH:10].[O:11]=[S:12]1(=[O:35])[C:17]2[CH:18]=[C:19]([O:22][C:23]3[CH:28]=[CH:27][C:26]([CH2:29][C:30]#[N:31])=[CH:25][CH:24]=3)[CH:20]=[CH:21][C:16]=2[N:15]2[CH2:32][CH2:33][CH2:34][CH:14]2[NH:13]1. Product: [O:35]=[S:12]1(=[O:11])[C:17]2[CH:18]=[C:19]([O:22][C:23]3[CH:28]=[CH:27][C:26]([CH2:29][C:30](=[N:9][OH:10])[NH2:31])=[CH:25][CH:24]=3)[CH:20]=[CH:21][C:16]=2[N:15]2[CH2:32][CH2:33][CH2:34][C:14]2=[N:13]1. The catalyst class is: 16.